This data is from Reaction yield outcomes from USPTO patents with 853,638 reactions. The task is: Predict the reaction yield, written as a fraction of the theoretical maximum amount of product (1.0 means a 100% yield; for example, 0.34 means a 34% yield). (1) The reactants are Br[C:2]1[CH:3]=[C:4]([N:22]([CH2:29][CH3:30])[CH:23]2[CH2:28][CH2:27][O:26][CH2:25][CH2:24]2)[C:5]([CH3:21])=[C:6]([CH:20]=1)[C:7]([NH:9][CH2:10][C:11]1[C:12](=[O:19])[NH:13][C:14]([CH3:18])=[CH:15][C:16]=1[CH3:17])=[O:8].CC1(C)OB([C:37]2[CH:38]=[CH:39][C:40]([CH2:43][OH:44])=[N:41][CH:42]=2)OC1(C)C.C(=O)([O-])[O-].[Na+].[Na+].CCCCCCC.C(OC(=O)C)C. The catalyst is O.C1C=CC([P]([Pd]([P](C2C=CC=CC=2)(C2C=CC=CC=2)C2C=CC=CC=2)([P](C2C=CC=CC=2)(C2C=CC=CC=2)C2C=CC=CC=2)[P](C2C=CC=CC=2)(C2C=CC=CC=2)C2C=CC=CC=2)(C2C=CC=CC=2)C2C=CC=CC=2)=CC=1.C(OCC)(=O)C. The product is [CH3:17][C:16]1[CH:15]=[C:14]([CH3:18])[NH:13][C:12](=[O:19])[C:11]=1[CH2:10][NH:9][C:7](=[O:8])[C:6]1[CH:20]=[C:2]([C:37]2[CH:42]=[N:41][C:40]([CH2:43][OH:44])=[CH:39][CH:38]=2)[CH:3]=[C:4]([N:22]([CH2:29][CH3:30])[CH:23]2[CH2:28][CH2:27][O:26][CH2:25][CH2:24]2)[C:5]=1[CH3:21]. The yield is 0.370. (2) The reactants are [CH2:1]([C@H:8]1[CH2:12][O:11][C:10](=[O:13])[N:9]1[C:14](=[O:25])[CH2:15][CH2:16][CH2:17][CH2:18][C:19]1[CH:24]=[CH:23][CH:22]=[CH:21][CH:20]=1)[C:2]1[CH:7]=[CH:6][CH:5]=[CH:4][CH:3]=1.[CH3:26][Si]([N-][Si](C)(C)C)(C)C.[Li+].IC.OS([O-])(=O)=O.[K+]. The catalyst is C1COCC1. The product is [CH2:1]([C@H:8]1[CH2:12][O:11][C:10](=[O:13])[N:9]1[C:14](=[O:25])[C@@H:15]([CH3:26])[CH2:16][CH2:17][CH2:18][C:19]1[CH:24]=[CH:23][CH:22]=[CH:21][CH:20]=1)[C:2]1[CH:3]=[CH:4][CH:5]=[CH:6][CH:7]=1. The yield is 0.436.